This data is from Full USPTO retrosynthesis dataset with 1.9M reactions from patents (1976-2016). The task is: Predict the reactants needed to synthesize the given product. (1) Given the product [C:1]([C@@H:4]1[CH2:8][CH2:7][CH2:6][C@@H:5]1[NH:9][C:10](=[O:16])[O:11][C:12]([CH3:14])([CH3:13])[CH3:15])#[N:2], predict the reactants needed to synthesize it. The reactants are: [C:1]([C@@H:4]1[CH2:8][CH2:7][CH2:6][C@@H:5]1[NH:9][C:10](=[O:16])[O:11][C:12]([CH3:15])([CH3:14])[CH3:13])(=O)[NH2:2].CN(C=O)C.ClC1N=C(Cl)N=C(Cl)N=1. (2) Given the product [Cl:1][C:2]1[N:3]=[C:4]([C:9]([O:11][CH3:12])=[O:10])[CH:5]=[C:6]([N:13]2[CH2:17][CH2:16][CH2:15][CH2:14]2)[N:7]=1, predict the reactants needed to synthesize it. The reactants are: [Cl:1][C:2]1[N:7]=[C:6](Cl)[CH:5]=[C:4]([C:9]([O:11][CH3:12])=[O:10])[N:3]=1.[NH:13]1[CH2:17][CH2:16][CH2:15][CH2:14]1.C(=O)([O-])[O-].[Na+].[Na+]. (3) Given the product [Cl:1][C:2]1[CH:7]=[CH:6][C:5]([NH:8][C:9](=[O:13])[C:10]([NH:59][CH:50]([C:51]2[S:52][C:53]([CH2:57][OH:58])=[C:54]([CH3:56])[N:55]=2)[CH:45]2[CH2:46][CH2:47][CH2:48][CH2:49][N:44]2[C:42]([O:41][C:37]([CH3:39])([CH3:40])[CH3:38])=[O:43])=[O:12])=[CH:4][C:3]=1[F:14], predict the reactants needed to synthesize it. The reactants are: [Cl:1][C:2]1[CH:7]=[CH:6][C:5]([NH:8][C:9](=[O:13])[C:10]([OH:12])=O)=[CH:4][C:3]=1[F:14].CN(C(ON1N=NC2C=CC=CC1=2)=[N+](C)C)C.[B-](F)(F)(F)F.[C:37]([O:41][C:42]([N:44]1[CH2:49][CH2:48][CH2:47][CH2:46][CH:45]1[CH:50]([NH2:59])[C:51]1[S:52][C:53]([CH2:57][OH:58])=[C:54]([CH3:56])[N:55]=1)=[O:43])([CH3:40])([CH3:39])[CH3:38].